Dataset: Peptide-MHC class II binding affinity with 134,281 pairs from IEDB. Task: Regression. Given a peptide amino acid sequence and an MHC pseudo amino acid sequence, predict their binding affinity value. This is MHC class II binding data. (1) The MHC is DRB1_1501 with pseudo-sequence DRB1_1501. The peptide sequence is LEKISNEIKIVATPD. The binding affinity (normalized) is 0.411. (2) The peptide sequence is LQMVGMRRPQQGASG. The MHC is DRB3_0101 with pseudo-sequence DRB3_0101. The binding affinity (normalized) is 0. (3) The peptide sequence is MYRELLELVAADVES. The MHC is DRB1_1501 with pseudo-sequence DRB1_1501. The binding affinity (normalized) is 0.212. (4) The peptide sequence is SAQIHLYYNSNIG. The MHC is DRB4_0101 with pseudo-sequence DRB4_0103. The binding affinity (normalized) is 0.214. (5) The peptide sequence is LIRKKLMTSPKWVQM. The MHC is DRB1_0701 with pseudo-sequence DRB1_0701. The binding affinity (normalized) is 0.595. (6) The peptide sequence is YDKFLWNVSTVLTGK. The binding affinity (normalized) is 0.822. The MHC is DRB1_0101 with pseudo-sequence DRB1_0101. (7) The peptide sequence is SLESYSASKAFSVPENG. The binding affinity (normalized) is 0.502. The MHC is DRB1_0101 with pseudo-sequence DRB1_0101. (8) The peptide sequence is ETFVRVNPDDFEKKW. The MHC is DRB1_0101 with pseudo-sequence DRB1_0101. The binding affinity (normalized) is 0.0612.